From a dataset of Forward reaction prediction with 1.9M reactions from USPTO patents (1976-2016). Predict the product of the given reaction. (1) Given the reactants [CH2:1]([CH:4]1[N:8]([CH:9]2[CH2:14][CH2:13][N:12]([C:15]([O:17][CH2:18][C:19]3[CH:24]=[CH:23][CH:22]=[CH:21][CH:20]=3)=[O:16])[CH2:11][CH2:10]2)[C:7](=[O:25])[NH:6][C:5]1=O)[CH:2]=C.I([O-])(=O)(=O)=O.[Na+].[NH2:33][NH2:34], predict the reaction product. The product is: [O:25]=[C:7]1[NH:6][C:5]2[N:33]=[N:34][CH:2]=[CH:1][C:4]=2[N:8]1[CH:9]1[CH2:14][CH2:13][N:12]([C:15]([O:17][CH2:18][C:19]2[CH:20]=[CH:21][CH:22]=[CH:23][CH:24]=2)=[O:16])[CH2:11][CH2:10]1. (2) Given the reactants [Cl:1][C:2]1[C:7]([Cl:8])=[CH:6][CH:5]=[CH:4][C:3]=1[CH2:9][NH:10][CH:11]1[CH2:16][CH2:15][N:14](C(OC(C)(C)C)=O)[CH2:13][CH2:12]1.[CH3:24][CH:25]([CH2:28][CH2:29][CH3:30])[CH:26]=O.[C:31]([OH:38])(=[O:37])/[CH:32]=[CH:33]/[C:34]([OH:36])=[O:35], predict the reaction product. The product is: [C:31]([OH:38])(=[O:37])/[CH:32]=[CH:33]/[C:34]([OH:36])=[O:35].[CH3:24][CH:25]([CH2:28][CH2:29][CH3:30])[CH2:26][N:10]([CH2:9][C:3]1[CH:4]=[CH:5][CH:6]=[C:7]([Cl:8])[C:2]=1[Cl:1])[CH:11]1[CH2:12][CH2:13][NH:14][CH2:15][CH2:16]1. (3) Given the reactants [C:1]([NH:4][C:5]1[CH:10]=[C:9]([C:11]2[N:15]([CH2:16][O:17][CH2:18][CH2:19][Si:20]([CH3:23])([CH3:22])[CH3:21])[C:14]([C:24]([NH2:26])=O)=[C:13]([C:27]3[CH:32]=[CH:31][CH:30]=[CH:29][C:28]=3[CH3:33])[CH:12]=2)[CH:8]=[CH:7][N:6]=1)(=[O:3])[CH3:2].C[N:35]([CH:37](OC)OC)C.O.[NH2:43]N, predict the reaction product. The product is: [CH3:33][C:28]1[CH:29]=[CH:30][CH:31]=[CH:32][C:27]=1[C:13]1[CH:12]=[C:11]([C:9]2[CH:8]=[CH:7][N:6]=[C:5]([NH:4][C:1](=[O:3])[CH3:2])[CH:10]=2)[N:15]([CH2:16][O:17][CH2:18][CH2:19][Si:20]([CH3:22])([CH3:23])[CH3:21])[C:14]=1[C:24]1[NH:26][CH:37]=[N:35][N:43]=1. (4) Given the reactants BrC1C=CC(O)=C(C2C=[CH:16][C:15]3[C:10](=[CH:11][CH:12]=[C:13]([C:18]4[N:22]([CH:23]5[CH2:28][CH2:27][CH2:26][CH2:25][CH2:24]5)[C:21]5[CH:29]=[CH:30][C:31]([C:33]([OH:35])=[O:34])=[CH:32][C:20]=5[N:19]=4)[CH:14]=3)[N:9]=2)C=1.C(OC(C1C=CC2N(C3CCCCC3)C(C3C=CC(N)=C(C=O)C=3)=NC=2C=1)=O)C.[CH2:66]([O:73][C:74]1[CH:79]=[CH:78][C:77]([C:80](=O)[CH3:81])=[C:76]([OH:83])[C:75]=1[CH3:84])[C:67]1[CH:72]=[CH:71][CH:70]=[CH:69][CH:68]=1.[OH-].[K+], predict the reaction product. The product is: [CH2:66]([O:73][C:74]1[CH:79]=[CH:78][C:77]([C:80]2[CH:81]=[CH:16][C:15]3[C:10](=[CH:11][CH:12]=[C:13]([C:18]4[N:22]([CH:23]5[CH2:24][CH2:25][CH2:26][CH2:27][CH2:28]5)[C:21]5[CH:29]=[CH:30][C:31]([C:33]([OH:35])=[O:34])=[CH:32][C:20]=5[N:19]=4)[CH:14]=3)[N:9]=2)=[C:76]([OH:83])[C:75]=1[CH3:84])[C:67]1[CH:72]=[CH:71][CH:70]=[CH:69][CH:68]=1. (5) Given the reactants [CH3:1][O:2][C:3]1[CH:4]=[C:5]([C:11]2[N:16]=[CH:15][C:14](/[CH:17]=[CH:18]/[C:19]([O:21]C(C)(C)C)=[O:20])=[CH:13][CH:12]=2)[CH:6]=[CH:7][C:8]=1[O:9][CH3:10].[F:26][C:27]([F:32])([F:31])[C:28]([OH:30])=[O:29], predict the reaction product. The product is: [F:26][C:27]([F:32])([F:31])[C:28]([OH:30])=[O:29].[CH3:1][O:2][C:3]1[CH:4]=[C:5]([C:11]2[N:16]=[CH:15][C:14](/[CH:17]=[CH:18]/[C:19]([OH:21])=[O:20])=[CH:13][CH:12]=2)[CH:6]=[CH:7][C:8]=1[O:9][CH3:10]. (6) The product is: [C:18]([C:13]1[CH:14]=[CH:15][CH:16]=[CH:17][C:12]=1[CH2:11][C:8]1[CH:9]=[CH:10][C:5]([C:4]([OH:25])=[O:3])=[CH:6][C:7]=1[N+:22]([O-:24])=[O:23])([OH:20])=[O:19]. Given the reactants C([O:3][C:4](=[O:25])[C:5]1[CH:10]=[CH:9][C:8]([CH2:11][C:12]2[CH:17]=[CH:16][CH:15]=[CH:14][C:13]=2[C:18]([O:20]C)=[O:19])=[C:7]([N+:22]([O-:24])=[O:23])[CH:6]=1)C.[Li+].[OH-], predict the reaction product.